Predict the reactants needed to synthesize the given product. From a dataset of Full USPTO retrosynthesis dataset with 1.9M reactions from patents (1976-2016). (1) Given the product [O:29]([C:11]1[CH:10]=[CH:9][C:8]([CH2:1][N:14]2[CH2:15][CH:16]([OH:18])[CH2:17]2)=[CH:13][CH:12]=1)[C:30]1[CH:35]=[CH:34][CH:33]=[CH:32][CH:31]=1, predict the reactants needed to synthesize it. The reactants are: [CH:1]([N:14]1[CH2:17][CH:16]([OH:18])[CH2:15]1)([C:8]1[CH:13]=[CH:12][CH:11]=[CH:10][CH:9]=1)C1C=CC=CC=1.C(N(CC)CC)C.C(O)=O.[O:29](C1C=CC(C=O)=CC=1)[C:30]1[CH:35]=[CH:34][CH:33]=[CH:32][CH:31]=1.C(O[BH-](OC(=O)C)OC(=O)C)(=O)C.[Na+].Cl. (2) Given the product [CH3:18][C:19]1[N:1]([C:2]2[CH:7]=[CH:6][CH:5]=[CH:4][CH:3]=2)[CH:8]=[C:9]([C:10]([O:12][CH2:13][CH3:14])=[O:11])[N:15]=1, predict the reactants needed to synthesize it. The reactants are: [NH:1]([CH:8]=[C:9]([N+:15]([O-])=O)[C:10]([O:12][CH2:13][CH3:14])=[O:11])[C:2]1[CH:7]=[CH:6][CH:5]=[CH:4][CH:3]=1.[CH2:18](C(CC)(CC)C([O-])([O-])[O-])[CH3:19]. (3) Given the product [Br:12][CH2:11][C:1]1[CH:2]=[C:3]([CH2:7][C:8]([OH:10])=[O:9])[CH:4]=[CH:5][CH:6]=1, predict the reactants needed to synthesize it. The reactants are: [C:1]1([CH3:11])[CH:6]=[CH:5][CH:4]=[C:3]([CH2:7][C:8]([OH:10])=[O:9])[CH:2]=1.[Br:12]N1C(=O)CCC1=O.C(OCCCC)(=O)C. (4) Given the product [NH2:1][C:2]1[O:6][N:5]=[C:4]([C:7]2[CH:12]=[CH:11][CH:10]=[CH:9][C:8]=2[C:13]([F:16])([F:15])[F:14])[C:3]=1[C:17]([OH:19])=[O:18], predict the reactants needed to synthesize it. The reactants are: [NH2:1][C:2]1[O:6][N:5]=[C:4]([C:7]2[CH:12]=[CH:11][CH:10]=[CH:9][C:8]=2[C:13]([F:16])([F:15])[F:14])[C:3]=1[C:17]([O-:19])=[O:18].[OH-].[Na+]. (5) Given the product [CH3:27][O:29][C:5]1[CH:4]=[CH:3][C:16]2[C:15]3[NH:14][CH2:13][CH2:12][CH2:11][C:10]=3[C:9](=[O:17])[N:8]([CH2:18][C:19]3[CH:24]=[CH:23][C:22]([O:25][CH3:26])=[CH:21][CH:20]=3)[C:7]=2[CH:6]=1, predict the reactants needed to synthesize it. The reactants are: CO[C:3]1[C:16]2[C:15]3[N:14]=[CH:13][CH:12]=[CH:11][C:10]=3[C:9](=[O:17])[N:8]([CH2:18][C:19]3[CH:24]=[CH:23][C:22]([O:25][CH3:26])=[CH:21][CH:20]=3)[C:7]=2[CH:6]=[CH:5][CH:4]=1.[C:27](OCC)(=[O:29])C.ClCCl.CO. (6) The reactants are: [N:1]1[CH:6]=[CH:5][CH:4]=[C:3]([NH2:7])[C:2]=1[NH2:8].O=[C:10]1[CH2:15][CH2:14][N:13]([C:16]([O:18][CH2:19][C@@H:20]([N:22]([CH2:30][C:31]2[CH:36]=[CH:35][CH:34]=[CH:33][CH:32]=2)[CH2:23][C:24]2[CH:29]=[CH:28][CH:27]=[CH:26][CH:25]=2)[CH3:21])=[O:17])[CH2:12][CH2:11]1. Given the product [NH2:8][C:2]1[C:3]([NH:7][CH:10]2[CH2:11][CH2:12][N:13]([C:16]([O:18][CH2:19][C@@H:20]([N:22]([CH2:30][C:31]3[CH:36]=[CH:35][CH:34]=[CH:33][CH:32]=3)[CH2:23][C:24]3[CH:29]=[CH:28][CH:27]=[CH:26][CH:25]=3)[CH3:21])=[O:17])[CH2:14][CH2:15]2)=[CH:4][CH:5]=[CH:6][N:1]=1, predict the reactants needed to synthesize it. (7) Given the product [CH3:4][C:2]([Si:5]([CH3:22])([CH3:21])[O:6][C@@H:7]1[CH2:11][N:10]([C:12]([O:14][C:15]([CH3:16])([CH3:18])[CH3:17])=[O:13])[C@@H:9]([CH2:19][O:20][C:27]2[CH:28]=[CH:29][C:24]([F:23])=[CH:25][CH:26]=2)[CH2:8]1)([CH3:1])[CH3:3], predict the reactants needed to synthesize it. The reactants are: [CH3:1][C:2]([Si:5]([CH3:22])([CH3:21])[O:6][C@@H:7]1[CH2:11][N:10]([C:12]([O:14][C:15]([CH3:18])([CH3:17])[CH3:16])=[O:13])[C@@H:9]([CH2:19][OH:20])[CH2:8]1)([CH3:4])[CH3:3].[F:23][C:24]1[CH:29]=[CH:28][C:27](O)=[CH:26][CH:25]=1.C1C=CC(P(C2C=CC=CC=2)C2C=CC=CC=2)=CC=1.CCOC(/N=N/C(OCC)=O)=O.